From a dataset of Reaction yield outcomes from USPTO patents with 853,638 reactions. Predict the reaction yield, written as a fraction of the theoretical maximum amount of product (1.0 means a 100% yield; for example, 0.34 means a 34% yield). (1) The reactants are [F:1][C:2]1[CH:15]=[CH:14][CH:13]=[C:12]([F:16])[C:3]=1[O:4][C:5]1[CH:11]=[CH:10][C:8](N)=[CH:7][CH:6]=1.Cl.N([O-])=O.[Na+].[Na+].[I-:23]. The catalyst is O. The product is [F:1][C:2]1[CH:15]=[CH:14][CH:13]=[C:12]([F:16])[C:3]=1[O:4][C:5]1[CH:11]=[CH:10][C:8]([I:23])=[CH:7][CH:6]=1. The yield is 0.770. (2) The reactants are Cl[C:2]1[N:7]=[C:6]([NH:8][CH:9]2[CH2:17][CH:16]3[N:12]([CH2:13][CH2:14][CH2:15]3)[C:11]([CH3:19])([CH3:18])[CH2:10]2)[C:5]([F:20])=[CH:4][N:3]=1.[NH2:21][C:22]1[CH:23]=[CH:24][C:25]([O:30][CH:31]2[CH2:34][O:33][CH2:32]2)=[C:26]([CH:29]=1)[C:27]#[N:28]. The catalyst is CC(O)C. The product is [NH3:3].[CH3:25][OH:30].[F:20][C:5]1[C:6]([NH:8][CH:9]2[CH2:17][CH:16]3[N:12]([CH2:13][CH2:14][CH2:15]3)[C:11]([CH3:19])([CH3:18])[CH2:10]2)=[N:7][C:2]([NH:21][C:22]2[CH:23]=[CH:24][C:25]([O:30][CH:31]3[CH2:34][O:33][CH2:32]3)=[C:26]([CH:29]=2)[C:27]#[N:28])=[N:3][CH:4]=1. The yield is 0.0100. (3) The catalyst is ClCCl.CO.CN(C)C=O. The reactants are [I:1][C:2]1[CH:17]=[CH:16][C:5]2[NH:6][C:7]([CH2:12][C:13](O)=[O:14])=[N:8][S:9](=[O:11])(=[O:10])[C:4]=2[CH:3]=1.C([O:21][C:22]([C:24]1[N:25]([NH:29][CH2:30][C:31]2[CH:36]=[CH:35][C:34]([F:37])=[CH:33][CH:32]=2)[CH:26]=[CH:27][CH:28]=1)=O)C=C.[O-]CC.[Na+].C(O)C. The yield is 0.640. The product is [F:37][C:34]1[CH:33]=[CH:32][C:31]([CH2:30][N:29]2[C:13](=[O:14])[C:12]([C:7]3[NH:6][C:5]4[CH:16]=[CH:17][C:2]([I:1])=[CH:3][C:4]=4[S:9](=[O:11])(=[O:10])[N:8]=3)=[C:22]([OH:21])[C:24]3=[CH:28][CH:27]=[CH:26][N:25]23)=[CH:36][CH:35]=1. (4) The catalyst is CN(C=O)C.O.C1C=CC([P]([Pd]([P](C2C=CC=CC=2)(C2C=CC=CC=2)C2C=CC=CC=2)([P](C2C=CC=CC=2)(C2C=CC=CC=2)C2C=CC=CC=2)[P](C2C=CC=CC=2)(C2C=CC=CC=2)C2C=CC=CC=2)(C2C=CC=CC=2)C2C=CC=CC=2)=CC=1. The product is [CH3:8][N:6]1[CH:7]=[C:2]([C:41]2[CH:40]=[N:39][N:38]([CH3:37])[CH:42]=2)[C:3]2[O:12][C:11]([C:13]3[CH:14]=[CH:15][C:16]([C:19]4([NH:23][C:24](=[O:30])[O:25][C:26]([CH3:27])([CH3:28])[CH3:29])[CH2:20][CH2:21][CH2:22]4)=[CH:17][CH:18]=3)=[C:10]([C:31]3[CH:32]=[CH:33][CH:34]=[CH:35][CH:36]=3)[C:4]=2[C:5]1=[O:9]. The reactants are Br[C:2]1[C:3]2[O:12][C:11]([C:13]3[CH:18]=[CH:17][C:16]([C:19]4([NH:23][C:24](=[O:30])[O:25][C:26]([CH3:29])([CH3:28])[CH3:27])[CH2:22][CH2:21][CH2:20]4)=[CH:15][CH:14]=3)=[C:10]([C:31]3[CH:36]=[CH:35][CH:34]=[CH:33][CH:32]=3)[C:4]=2[C:5](=[O:9])[N:6]([CH3:8])[CH:7]=1.[CH3:37][N:38]1[CH:42]=[C:41](B2OC(C)(C)C(C)(C)O2)[CH:40]=[N:39]1.P([O-])([O-])([O-])=O.[K+].[K+].[K+]. The yield is 0.940. (5) The reactants are Br[C:2]1[CH:7]=[CH:6][C:5]([C:8]2[CH2:12][C:11]([C:17]3[CH:22]=[C:21]([Cl:23])[CH:20]=[C:19]([Cl:24])[CH:18]=3)([C:13]([F:16])([F:15])[F:14])[O:10][N:9]=2)=[CH:4][C:3]=1[NH2:25].[CH3:26][N:27](C)C=O. The catalyst is C1(C)C=CC=CC=1.[C-]#N.[Zn+2].[C-]#N.C1C=CC([P]([Pd]([P](C2C=CC=CC=2)(C2C=CC=CC=2)C2C=CC=CC=2)([P](C2C=CC=CC=2)(C2C=CC=CC=2)C2C=CC=CC=2)[P](C2C=CC=CC=2)(C2C=CC=CC=2)C2C=CC=CC=2)(C2C=CC=CC=2)C2C=CC=CC=2)=CC=1. The product is [NH2:25][C:3]1[CH:4]=[C:5]([C:8]2[CH2:12][C:11]([C:17]3[CH:22]=[C:21]([Cl:23])[CH:20]=[C:19]([Cl:24])[CH:18]=3)([C:13]([F:16])([F:15])[F:14])[O:10][N:9]=2)[CH:6]=[CH:7][C:2]=1[C:26]#[N:27]. The yield is 0.360. (6) The reactants are [Cl:1][C:2]1[CH:3]=[C:4]([CH:8]=[CH:9][C:10]=1[F:11])[C:5]([OH:7])=[O:6].O.[OH-].[Na+].[CH3:15][CH2:16]O. No catalyst specified. The product is [CH2:15]([O:6][C:5](=[O:7])[C:4]1[CH:8]=[CH:9][C:10]([F:11])=[C:2]([Cl:1])[CH:3]=1)[CH3:16]. The yield is 0.960. (7) The reactants are [F:1][C:2]([F:24])([F:23])[CH:3]([C:14]1[CH:19]=[C:18]([Cl:20])[C:17]([Cl:21])=[C:16]([Cl:22])[CH:15]=1)/[CH:4]=[CH:5]/[C:6]1[CH:11]=[CH:10][C:9]([NH:12][NH2:13])=[CH:8][CH:7]=1.CCN(C(C)C)C(C)C.C1C=CC2N(O)N=NC=2C=1.O.CCN=C=NCCCN(C)C.Cl.[CH:57]1([C:60](Cl)=[O:61])[CH2:59][CH2:58]1. The catalyst is C(Cl)Cl.C([O-])(O)=O.[Na+]. The product is [F:24][C:2]([F:1])([F:23])[CH:3]([C:14]1[CH:15]=[C:16]([Cl:22])[C:17]([Cl:21])=[C:18]([Cl:20])[CH:19]=1)/[CH:4]=[CH:5]/[C:6]1[CH:11]=[CH:10][C:9]([NH:12][NH:13][C:60]([CH:57]2[CH2:59][CH2:58]2)=[O:61])=[CH:8][CH:7]=1. The yield is 0.550. (8) The reactants are [H-].[H-].[H-].[H-].[Li+].[Al+3].[C:7]([C:9]1[CH:16]=[CH:15][C:12]([CH2:13][OH:14])=[CH:11][CH:10]=1)#[N:8].O.[OH-].[Na+]. The catalyst is C(OCC)C. The product is [NH2:8][CH2:7][C:9]1[CH:16]=[CH:15][C:12]([CH2:13][OH:14])=[CH:11][CH:10]=1. The yield is 0.290. (9) The reactants are [Cl:1][C:2]1[C:3]([O:12][C:13]2[CH:18]=[C:17]([O:19][CH2:20][CH2:21][O:22][CH3:23])[CH:16]=[CH:15][C:14]=2[CH:24]([CH3:31])[CH2:25][C:26](OCC)=[O:27])=[N:4][CH:5]=[C:6]([C:8]([F:11])([F:10])[F:9])[CH:7]=1.[H-].C([Al+]CC(C)C)C(C)C.[Cl-].[NH4+]. The catalyst is O1CCCC1.CCCCCC. The product is [Cl:1][C:2]1[C:3]([O:12][C:13]2[CH:18]=[C:17]([O:19][CH2:20][CH2:21][O:22][CH3:23])[CH:16]=[CH:15][C:14]=2[CH:24]([CH3:31])[CH2:25][CH2:26][OH:27])=[N:4][CH:5]=[C:6]([C:8]([F:10])([F:9])[F:11])[CH:7]=1. The yield is 1.00. (10) The reactants are [Br:1][C:2]1[CH:3]=[C:4]2[C:15](=O)[C:14]3[C:9](=[CH:10][CH:11]=[C:12]([I:17])[CH:13]=3)[O:8][C:5]2=[N:6][CH:7]=1.[I-].C[S+](C)C.C[C:24](C)([O-:26])C.[Li+].C[Si]([N:33]=[N+]=[N-])(C)C.[H-].[H-].[H-].[H-].[Li+].[Al+3].O.O.O.O.O.O.O.O.O.O.S([O-])([O-])(=O)=O.[Na+].[Na+]. The catalyst is CS(C)=O. The product is [NH2:33][C:15]1([CH2:24][OH:26])[C:4]2[C:5](=[N:6][CH:7]=[C:2]([Br:1])[CH:3]=2)[O:8][C:9]2[C:14]1=[CH:13][C:12]([I:17])=[CH:11][CH:10]=2. The yield is 0.408.